From a dataset of NCI-60 drug combinations with 297,098 pairs across 59 cell lines. Regression. Given two drug SMILES strings and cell line genomic features, predict the synergy score measuring deviation from expected non-interaction effect. (1) Drug 1: CC1C(C(CC(O1)OC2CC(CC3=C2C(=C4C(=C3O)C(=O)C5=C(C4=O)C(=CC=C5)OC)O)(C(=O)CO)O)N)O.Cl. Drug 2: CC1CCCC2(C(O2)CC(NC(=O)CC(C(C(=O)C(C1O)C)(C)C)O)C(=CC3=CSC(=N3)C)C)C. Cell line: K-562. Synergy scores: CSS=44.5, Synergy_ZIP=-0.707, Synergy_Bliss=-0.460, Synergy_Loewe=-12.1, Synergy_HSA=-0.123. (2) Drug 1: CC1C(C(=O)NC(C(=O)N2CCCC2C(=O)N(CC(=O)N(C(C(=O)O1)C(C)C)C)C)C(C)C)NC(=O)C3=C4C(=C(C=C3)C)OC5=C(C(=O)C(=C(C5=N4)C(=O)NC6C(OC(=O)C(N(C(=O)CN(C(=O)C7CCCN7C(=O)C(NC6=O)C(C)C)C)C)C(C)C)C)N)C. Drug 2: C1=NC2=C(N1)C(=S)N=CN2. Cell line: NCI-H460. Synergy scores: CSS=43.2, Synergy_ZIP=-5.05, Synergy_Bliss=-3.41, Synergy_Loewe=-14.2, Synergy_HSA=-3.93. (3) Drug 1: C1=C(C(=O)NC(=O)N1)N(CCCl)CCCl. Drug 2: CC12CCC3C(C1CCC2OP(=O)(O)O)CCC4=C3C=CC(=C4)OC(=O)N(CCCl)CCCl.[Na+]. Cell line: NCI-H322M. Synergy scores: CSS=-1.11, Synergy_ZIP=-0.643, Synergy_Bliss=-3.15, Synergy_Loewe=-6.13, Synergy_HSA=-5.83. (4) Synergy scores: CSS=25.2, Synergy_ZIP=0.415, Synergy_Bliss=1.03, Synergy_Loewe=-2.76, Synergy_HSA=3.64. Cell line: OVCAR3. Drug 2: CC1CCC2CC(C(=CC=CC=CC(CC(C(=O)C(C(C(=CC(C(=O)CC(OC(=O)C3CCCCN3C(=O)C(=O)C1(O2)O)C(C)CC4CCC(C(C4)OC)O)C)C)O)OC)C)C)C)OC. Drug 1: CC12CCC(CC1=CCC3C2CCC4(C3CC=C4C5=CN=CC=C5)C)O. (5) Drug 1: CCC1=CC2CC(C3=C(CN(C2)C1)C4=CC=CC=C4N3)(C5=C(C=C6C(=C5)C78CCN9C7C(C=CC9)(C(C(C8N6C)(C(=O)OC)O)OC(=O)C)CC)OC)C(=O)OC. Drug 2: CC1(CCCN1)C2=NC3=C(C=CC=C3N2)C(=O)N. Cell line: T-47D. Synergy scores: CSS=25.7, Synergy_ZIP=1.93, Synergy_Bliss=-3.11, Synergy_Loewe=-23.0, Synergy_HSA=-4.82.